From a dataset of Reaction yield outcomes from USPTO patents with 853,638 reactions. Predict the reaction yield, written as a fraction of the theoretical maximum amount of product (1.0 means a 100% yield; for example, 0.34 means a 34% yield). (1) The reactants are [Br:1][C:2]1[N:6]2[C:7](Br)=[CH:8][N:9]=[CH:10][C:5]2=[N:4][CH:3]=1.[CH3:12][O:13][C:14]1[CH:19]=[CH:18][C:17]([NH2:20])=[CH:16][CH:15]=1.C(O)C(F)(F)F.C(N(C(C)C)CC)(C)C. The catalyst is C(Cl)Cl.O. The product is [Br:1][C:2]1[N:6]2[CH:7]=[CH:8][N:9]=[C:10]([NH:20][C:17]3[CH:18]=[CH:19][C:14]([O:13][CH3:12])=[CH:15][CH:16]=3)[C:5]2=[N:4][CH:3]=1. The yield is 0.500. (2) The reactants are [Br:1][C:2]1[CH:7]=[CH:6][CH:5]=[CH:4][C:3]=1[CH:8]([OH:12])[C:9]([OH:11])=[O:10].S(=O)(=O)(O)O.[CH3:18]O. No catalyst specified. The product is [Br:1][C:2]1[CH:7]=[CH:6][CH:5]=[CH:4][C:3]=1[CH:8]([OH:12])[C:9]([O:11][CH3:18])=[O:10]. The yield is 0.840. (3) The reactants are C([O:3][C:4]1[C:5](=O)[CH:6]([C:10](=O)[C:11]([O:13][CH2:14][CH3:15])=[O:12])[CH2:7][CH2:8][CH:9]=1)C.O.[NH2:19][NH2:20]. The catalyst is C(O)C. The product is [O:3]=[C:4]1[C:5]2[NH:20][N:19]=[C:10]([C:11]([O:13][CH2:14][CH3:15])=[O:12])[C:6]=2[CH2:7][CH2:8][CH2:9]1. The yield is 0.700. (4) The reactants are [C:1]12([CH2:11][CH2:12][N:13]([CH2:34][CH2:35][CH2:36][CH2:37][CH3:38])[C:14]([NH:16][CH2:17][CH2:18][CH:19]([O:26][Si](C(C)(C)C)(C)C)[C:20]3[CH:25]=[CH:24][N:23]=[CH:22][CH:21]=3)=[O:15])[CH2:10][CH:5]3[CH2:6][CH:7]([CH2:9][CH:3]([CH2:4]3)[CH2:2]1)[CH2:8]2. The catalyst is Cl.CO. The product is [C:1]12([CH2:11][CH2:12][N:13]([CH2:34][CH2:35][CH2:36][CH2:37][CH3:38])[C:14]([NH:16][CH2:17][CH2:18][CH:19]([OH:26])[C:20]3[CH:25]=[CH:24][N:23]=[CH:22][CH:21]=3)=[O:15])[CH2:8][CH:7]3[CH2:6][CH:5]([CH2:4][CH:3]([CH2:9]3)[CH2:2]1)[CH2:10]2. The yield is 0.553. (5) The reactants are [Cl:1][C:2]1[CH:3]=[C:4]([N:10]([CH2:27][C:28]2[CH:33]=[CH:32][CH:31]=[CH:30][C:29]=2[C:34]([F:37])([F:36])[F:35])[C@H:11]2[CH2:15][CH2:14][N:13]([CH2:16][C:17]3[CH:18]=[C:19]([CH:24]=[CH:25][CH:26]=3)[C:20]([O:22]C)=[O:21])[CH2:12]2)[CH:5]=[CH:6][C:7]=1[C:8]#[N:9].CCO.[OH-].[Na+].Cl. The catalyst is O. The product is [Cl:1][C:2]1[CH:3]=[C:4]([N:10]([CH2:27][C:28]2[CH:33]=[CH:32][CH:31]=[CH:30][C:29]=2[C:34]([F:36])([F:35])[F:37])[C@H:11]2[CH2:15][CH2:14][N:13]([CH2:16][C:17]3[CH:18]=[C:19]([CH:24]=[CH:25][CH:26]=3)[C:20]([OH:22])=[O:21])[CH2:12]2)[CH:5]=[CH:6][C:7]=1[C:8]#[N:9]. The yield is 0.850. (6) The reactants are [Br:1][C:2]1[N:3]=[C:4]([OH:21])[C:5]([NH:8][S:9]([C:12]2[CH:13]=[C:14]([CH:18]=[CH:19][CH:20]=2)[C:15]([OH:17])=O)(=[O:11])=[O:10])=[N:6][CH:7]=1.CN(C(ON1N=N[C:32]2C=[CH:34][CH:35]=[N:36][C:31]1=2)=[N+](C)C)C.F[P-](F)(F)(F)(F)F.CCN(C(C)C)C(C)C.C(NCC)C. The catalyst is CN(C=O)C. The product is [Br:1][C:2]1[N:3]=[C:4]([OH:21])[C:5]([NH:8][S:9]([C:12]2[CH:13]=[C:14]([CH:18]=[CH:19][CH:20]=2)[C:15]([N:36]([CH2:31][CH3:32])[CH2:35][CH3:34])=[O:17])(=[O:10])=[O:11])=[N:6][CH:7]=1. The yield is 0.0900. (7) The reactants are Cl[C:2]1[CH:7]=[CH:6][N:5]=[C:4]([N:8]2[C:20](=[O:21])[C:19]3[S:18][C:17]4[CH2:16][CH2:15][CH2:14][CH2:13][C:12]=4[C:11]=3[CH:10]=[N:9]2)[C:3]=1[CH:22]=[O:23].[CH3:24][N:25]1[C:30](=[O:31])[C:29]([NH:32][C:33]2[CH:38]=[CH:37][C:36]([N:39]3[CH2:44][CH2:43][N:42]([CH:45]4[CH2:48][O:47][CH2:46]4)[CH2:41][C@H:40]3[CH3:49])=[CH:35][N:34]=2)=[CH:28][C:27](C2C(C=O)=C(N3C=CN4C5CCCCC=5C=C4C3=O)N=CC=2)=[CH:26]1.[O-]P([O-])([O-])=O.[K+].[K+].[K+].C([O-])(=O)C.[Na+]. The catalyst is C1C=CC(P(C2C=CC=CC=2)[C-]2C=CC=C2)=CC=1.C1C=CC(P(C2C=CC=CC=2)[C-]2C=CC=C2)=CC=1.Cl[Pd]Cl.[Fe+2].O.C(#N)C. The product is [CH3:24][N:25]1[C:30](=[O:31])[C:29]([NH:32][C:33]2[CH:38]=[CH:37][C:36]([N:39]3[CH2:44][CH2:43][N:42]([CH:45]4[CH2:46][O:47][CH2:48]4)[CH2:41][C@H:40]3[CH3:49])=[CH:35][N:34]=2)=[CH:28][C:27]([C:2]2[CH:7]=[CH:6][N:5]=[C:4]([N:8]3[C:20](=[O:21])[C:19]4[S:18][C:17]5[CH2:16][CH2:15][CH2:14][CH2:13][C:12]=5[C:11]=4[CH:10]=[N:9]3)[C:3]=2[CH:22]=[O:23])=[CH:26]1. The yield is 0.700.